The task is: Predict the reaction yield, written as a fraction of the theoretical maximum amount of product (1.0 means a 100% yield; for example, 0.34 means a 34% yield).. This data is from Reaction yield outcomes from USPTO patents with 853,638 reactions. (1) The reactants are [CH2:1]([C:3]1[CH:4]=[C:5]([CH:14]=[CH:15][C:16]=1[N+:17]([O-:19])=[O:18])[C:6]([C:8]1[CH:13]=[CH:12][CH:11]=[CH:10][CH:9]=1)=[O:7])[CH3:2].[CH2:20](O)[CH2:21][CH2:22][OH:23]. The catalyst is C1(C)C=CC=CC=1.O.C1(C)C=CC(S(O)(=O)=O)=CC=1. The product is [CH2:1]([C:3]1[CH:4]=[C:5]([C:6]2([C:8]3[CH:13]=[CH:12][CH:11]=[CH:10][CH:9]=3)[O:23][CH2:22][CH2:21][CH2:20][O:7]2)[CH:14]=[CH:15][C:16]=1[N+:17]([O-:19])=[O:18])[CH3:2]. The yield is 0.915. (2) The reactants are [OH:1][C:2]1[CH:3]=[C:4]([C:9]2([C:12]([OH:14])=[O:13])[CH2:11][CH2:10]2)[CH:5]=[CH:6][C:7]=1[OH:8].[CH3:15]C1C=CC(S(O)(=O)=O)=CC=1. The catalyst is CO. The product is [OH:1][C:2]1[CH:3]=[C:4]([C:9]2([C:12]([O:14][CH3:15])=[O:13])[CH2:11][CH2:10]2)[CH:5]=[CH:6][C:7]=1[OH:8]. The yield is 0.910. (3) The reactants are [N:1]1[CH:6]=[CH:5][CH:4]=[C:3]([C:7]2[CH:15]=[C:14]3[C:10]([CH2:11][C:12](=[O:16])[NH:13]3)=[CH:9][CH:8]=2)[CH:2]=1.[CH3:17][N:18]([CH3:34])[CH2:19][CH2:20][CH2:21][NH:22][C:23]([C:25]1[C:29]([CH3:30])=[C:28]([CH:31]=O)[NH:27][C:26]=1[CH3:33])=[O:24]. No catalyst specified. The product is [CH3:34][N:18]([CH3:17])[CH2:19][CH2:20][CH2:21][NH:22][C:23]([C:25]1[C:29]([CH3:30])=[C:28]([CH:31]=[C:11]2[C:10]3[C:14](=[CH:15][C:7]([C:3]4[CH:2]=[N:1][CH:6]=[CH:5][CH:4]=4)=[CH:8][CH:9]=3)[NH:13][C:12]2=[O:16])[NH:27][C:26]=1[CH3:33])=[O:24]. The yield is 0.750. (4) The reactants are C1(P(C2C=CC=CC=2)C2C=CC=CC=2)C=CC=CC=1.N(C(OCC)=O)=NC(OCC)=O.[CH:32]([OH:35])([CH3:34])[CH3:33].O[C:37]1[CH:42]=[CH:41][C:40]2[C:43]3([CH2:59][O:60][C:39]=2[CH:38]=1)[C:51]1[C:46](=[CH:47][CH:48]=[CH:49][CH:50]=1)[N:45]([CH2:52][C@H:53]1[CH2:57][CH2:56][CH2:55][O:54]1)[C:44]3=[O:58]. No catalyst specified. The product is [CH3:33][CH:32]([O:35][C:37]1[CH:42]=[CH:41][C:40]2[C:43]3([CH2:59][O:60][C:39]=2[CH:38]=1)[C:51]1[C:46](=[CH:47][CH:48]=[CH:49][CH:50]=1)[N:45]([CH2:52][C@H:53]1[CH2:57][CH2:56][CH2:55][O:54]1)[C:44]3=[O:58])[CH3:34]. The yield is 0.850.